This data is from Reaction yield outcomes from USPTO patents with 853,638 reactions. The task is: Predict the reaction yield, written as a fraction of the theoretical maximum amount of product (1.0 means a 100% yield; for example, 0.34 means a 34% yield). (1) The reactants are [OH-].[K+].C([O:5][C:6](=[O:29])[C:7]([CH3:28])([CH3:27])[CH2:8][CH2:9][CH2:10][CH2:11][CH:12]([CH2:25][OH:26])[CH2:13][CH2:14][CH2:15][CH2:16][C:17]([CH3:24])([CH3:23])[C:18]([O:20]CC)=[O:19])C. The catalyst is O.C(O)C. The product is [OH:26][CH2:25][CH:12]([CH2:13][CH2:14][CH2:15][CH2:16][C:17]([CH3:24])([CH3:23])[C:18]([OH:20])=[O:19])[CH2:11][CH2:10][CH2:9][CH2:8][C:7]([CH3:28])([CH3:27])[C:6]([OH:29])=[O:5]. The yield is 0.810. (2) The reactants are [CH3:1][O:2][C:3]1[CH:8]=[C:7]([CH2:9][O:10][CH3:11])[CH:6]=[CH:5][C:4]=1[N+:12]([O-])=O. The catalyst is C(O)C.[Pd]. The product is [CH3:1][O:2][C:3]1[CH:8]=[C:7]([CH2:9][O:10][CH3:11])[CH:6]=[CH:5][C:4]=1[NH2:12]. The yield is 0.910. (3) The reactants are [CH2:1]([NH:6][C:7](=[O:10])[O:8][CH3:9])[CH2:2][CH2:3][CH2:4][CH3:5].[H-].[Na+].Br[CH2:14][CH:15]1[CH2:17][CH2:16]1. The catalyst is COCCOC. The product is [CH:15]1([CH2:14][N:6]([CH2:1][CH2:2][CH2:3][CH2:4][CH3:5])[C:7](=[O:10])[O:8][CH3:9])[CH2:17][CH2:16]1. The yield is 0.660. (4) The reactants are [CH3:1][O:2][C:3](=[O:16])[CH2:4][C:5]1[CH:10]=[CH:9][C:8]([Cl:11])=[CH:7][C:6]=1[NH:12]C(=O)C.[N:17](OC(C)(C)C)=O.O. The catalyst is C(O)(=O)C. The product is [CH3:1][O:2][C:3]([C:4]1[C:5]2[C:6](=[CH:7][C:8]([Cl:11])=[CH:9][CH:10]=2)[NH:12][N:17]=1)=[O:16]. The yield is 0.770. (5) The reactants are [NH2:1][C:2]1[CH:3]=[C:4]([CH:21]=[CH:22][CH:23]=1)[O:5][C:6]1[CH:18]=[CH:17][C:9]2[N:10]=[C:11]([NH:13][C:14](=[O:16])[CH3:15])[S:12][C:8]=2[C:7]=1[C:19]#[N:20].[F:24][C:25]([F:37])([F:36])[C:26]1[CH:27]=[C:28]([CH2:32][C:33](O)=[O:34])[CH:29]=[CH:30][CH:31]=1.F[P-](F)(F)(F)(F)F.N1(OC(N(C)C)=[N+](C)C)C2N=CC=CC=2N=N1.N1C=CC=CC=1. The catalyst is C(OCC)(=O)C. The product is [C:14]([NH:13][C:11]1[S:12][C:8]2[C:7]([C:19]#[N:20])=[C:6]([O:5][C:4]3[CH:3]=[C:2]([NH:1][C:33](=[O:34])[CH2:32][C:28]4[CH:29]=[CH:30][CH:31]=[C:26]([C:25]([F:36])([F:24])[F:37])[CH:27]=4)[CH:23]=[CH:22][CH:21]=3)[CH:18]=[CH:17][C:9]=2[N:10]=1)(=[O:16])[CH3:15]. The yield is 0.690. (6) The product is [Cl:10][C:11]1[N:16]=[C:15]([NH:17][C:2]2[CH:7]=[C:6]([CH3:8])[CH:5]=[C:4]([CH3:9])[CH:3]=2)[C:14]([CH3:18])=[CH:13][N:12]=1. The yield is 0.500. The catalyst is O1CCOCC1.CC(O)=O.CC(O)=O.[Pd]. The reactants are Br[C:2]1[CH:7]=[C:6]([CH3:8])[CH:5]=[C:4]([CH3:9])[CH:3]=1.[Cl:10][C:11]1[N:16]=[C:15]([NH2:17])[C:14]([CH3:18])=[CH:13][N:12]=1.CC1(C)C2C(=C(P(C3C=CC=CC=3)C3C=CC=CC=3)C=CC=2)OC2C(P(C3C=CC=CC=3)C3C=CC=CC=3)=CC=CC1=2.CC(C)([O-])C.[K+].